From a dataset of Reaction yield outcomes from USPTO patents with 853,638 reactions. Predict the reaction yield, written as a fraction of the theoretical maximum amount of product (1.0 means a 100% yield; for example, 0.34 means a 34% yield). (1) The reactants are [F:1][CH2:2][CH2:3][O:4][N:5]=[C:6]1[C:14]2[C:9](=[N:10][CH:11]=[CH:12][CH:13]=2)[NH:8][C:7]1=[O:15].C([O-])([O-])=O.[Cs+].[Cs+].[C:22]([O:26][C:27](=[O:46])[NH:28][CH2:29][C:30]1[CH:45]=[CH:44][C:33]2[N:34]([CH2:39][CH2:40][CH:41]([CH3:43])[CH3:42])[C:35]([CH2:37]Cl)=[N:36][C:32]=2[CH:31]=1)([CH3:25])([CH3:24])[CH3:23].Cl. The catalyst is CN(C=O)C. The product is [C:22]([O:26][C:27](=[O:46])[NH:28][CH2:29][C:30]1[CH:45]=[CH:44][C:33]2[N:34]([CH2:39][CH2:40][CH:41]([CH3:42])[CH3:43])[C:35]([CH2:37][N:8]3[C:9]4=[N:10][CH:11]=[CH:12][CH:13]=[C:14]4[C:6](=[N:5][O:4][CH2:3][CH2:2][F:1])[C:7]3=[O:15])=[N:36][C:32]=2[CH:31]=1)([CH3:23])([CH3:25])[CH3:24]. The yield is 0.720. (2) The reactants are [CH3:1][O:2][C:3]1[CH:4]=[C:5]([P:12](=[O:15])([CH3:14])[CH3:13])[CH:6]=[CH:7][C:8]=1[N+:9]([O-])=O. The catalyst is CCO.[Pd]. The product is [CH3:14][P:12]([C:5]1[CH:6]=[CH:7][C:8]([NH2:9])=[C:3]([O:2][CH3:1])[CH:4]=1)([CH3:13])=[O:15]. The yield is 0.860. (3) The reactants are [CH3:1][C:2]1[CH:3]=[CH:4][C:5]([C:8](=O)[CH2:9][C:10](=O)[C:11]([O:13][CH2:14][CH3:15])=[O:12])=[N:6][CH:7]=1.[NH:18]([C:20]1[N:25]=[CH:24][CH:23]=[CH:22][N:21]=1)[NH2:19].Cl.C(=O)(O)[O-].[Na+]. The catalyst is C(O)C.C(Cl)(Cl)Cl.C(O)(=O)C. The product is [CH3:1][C:2]1[CH:3]=[CH:4][C:5]([C:8]2[N:18]([C:20]3[N:25]=[CH:24][CH:23]=[CH:22][N:21]=3)[N:19]=[C:10]([C:11]([O:13][CH2:14][CH3:15])=[O:12])[CH:9]=2)=[N:6][CH:7]=1. The yield is 0.430. (4) The reactants are [CH:1]1([C:4]2[CH:9]=[CH:8][N:7]=[CH:6][C:5]=2[N:10]2[CH2:14][CH2:13][NH:12][C:11]2=[O:15])[CH2:3][CH2:2]1.Cl[C:17]1[CH:22]=[CH:21][N:20]=[C:19]([C:23]([F:26])([F:25])[F:24])[N:18]=1.CN[C@@H]1CCCC[C@H]1NC.P([O-])([O-])([O-])=O.[K+].[K+].[K+]. The catalyst is [Cu](I)I.O1CCOCC1. The product is [CH:1]1([C:4]2[CH:9]=[CH:8][N:7]=[CH:6][C:5]=2[N:10]2[CH2:14][CH2:13][N:12]([C:17]3[CH:22]=[CH:21][N:20]=[C:19]([C:23]([F:26])([F:25])[F:24])[N:18]=3)[C:11]2=[O:15])[CH2:3][CH2:2]1. The yield is 0.120. (5) The reactants are CCN(C(C)C)C(C)C.[CH3:10][C:11]1[O:15][C:14]([C:16]2[CH:24]=[CH:23][C:19]([C:20]([OH:22])=O)=[CH:18][CH:17]=2)=[N:13][N:12]=1.C1C=CC2N(O)N=NC=2C=1.CCN=C=NCCCN(C)C.Cl.[NH2:47][CH2:48][C:49]([N:51]1[CH2:56][CH2:55][CH:54]([O:57][C:58]2[CH:63]=[CH:62][CH:61]=[CH:60][C:59]=2[Cl:64])[CH2:53][CH2:52]1)=[O:50]. The catalyst is CN(C=O)C.O. The product is [Cl:64][C:59]1[CH:60]=[CH:61][CH:62]=[CH:63][C:58]=1[O:57][CH:54]1[CH2:53][CH2:52][N:51]([C:49](=[O:50])[CH2:48][NH:47][C:20](=[O:22])[C:19]2[CH:18]=[CH:17][C:16]([C:14]3[O:15][C:11]([CH3:10])=[N:12][N:13]=3)=[CH:24][CH:23]=2)[CH2:56][CH2:55]1. The yield is 0.225. (6) The reactants are [F:1][C:2]1[CH:3]=[C:4]([OH:11])[CH:5]=[CH:6][C:7]=1[N+:8]([O-])=O. The catalyst is C(OCC)(=O)C. The product is [NH2:8][C:7]1[CH:6]=[CH:5][C:4]([OH:11])=[CH:3][C:2]=1[F:1]. The yield is 0.970.